From a dataset of NCI-60 drug combinations with 297,098 pairs across 59 cell lines. Regression. Given two drug SMILES strings and cell line genomic features, predict the synergy score measuring deviation from expected non-interaction effect. (1) Drug 1: CC1OCC2C(O1)C(C(C(O2)OC3C4COC(=O)C4C(C5=CC6=C(C=C35)OCO6)C7=CC(=C(C(=C7)OC)O)OC)O)O. Drug 2: CCN(CC)CCNC(=O)C1=C(NC(=C1C)C=C2C3=C(C=CC(=C3)F)NC2=O)C. Cell line: SK-MEL-5. Synergy scores: CSS=11.1, Synergy_ZIP=-6.28, Synergy_Bliss=1.54, Synergy_Loewe=-13.7, Synergy_HSA=-4.71. (2) Drug 1: CC1=C(C=C(C=C1)C(=O)NC2=CC(=CC(=C2)C(F)(F)F)N3C=C(N=C3)C)NC4=NC=CC(=N4)C5=CN=CC=C5. Drug 2: CC(C)CN1C=NC2=C1C3=CC=CC=C3N=C2N. Cell line: HT29. Synergy scores: CSS=-5.25, Synergy_ZIP=4.91, Synergy_Bliss=6.47, Synergy_Loewe=-4.33, Synergy_HSA=-3.80. (3) Drug 1: C1=NC2=C(N1)C(=S)N=C(N2)N. Drug 2: CC1CCCC2(C(O2)CC(NC(=O)CC(C(C(=O)C(C1O)C)(C)C)O)C(=CC3=CSC(=N3)C)C)C. Cell line: MDA-MB-435. Synergy scores: CSS=18.6, Synergy_ZIP=-3.60, Synergy_Bliss=3.97, Synergy_Loewe=-1.67, Synergy_HSA=2.14. (4) Drug 1: COC1=CC(=CC(=C1O)OC)C2C3C(COC3=O)C(C4=CC5=C(C=C24)OCO5)OC6C(C(C7C(O6)COC(O7)C8=CC=CS8)O)O. Drug 2: C#CCC(CC1=CN=C2C(=N1)C(=NC(=N2)N)N)C3=CC=C(C=C3)C(=O)NC(CCC(=O)O)C(=O)O. Cell line: UACC-257. Synergy scores: CSS=9.61, Synergy_ZIP=-3.46, Synergy_Bliss=-3.97, Synergy_Loewe=-3.71, Synergy_HSA=-3.90. (5) Drug 1: C1CC(=O)NC(=O)C1N2CC3=C(C2=O)C=CC=C3N. Drug 2: C1C(C(OC1N2C=NC3=C2NC=NCC3O)CO)O. Cell line: SR. Synergy scores: CSS=14.1, Synergy_ZIP=-7.58, Synergy_Bliss=-6.94, Synergy_Loewe=-2.81, Synergy_HSA=-2.26. (6) Drug 1: CC(C1=C(C=CC(=C1Cl)F)Cl)OC2=C(N=CC(=C2)C3=CN(N=C3)C4CCNCC4)N. Drug 2: C#CCC(CC1=CN=C2C(=N1)C(=NC(=N2)N)N)C3=CC=C(C=C3)C(=O)NC(CCC(=O)O)C(=O)O. Cell line: A549. Synergy scores: CSS=16.9, Synergy_ZIP=-5.21, Synergy_Bliss=-1.79, Synergy_Loewe=-2.51, Synergy_HSA=-3.15. (7) Drug 1: C1=CN(C(=O)N=C1N)C2C(C(C(O2)CO)O)O.Cl. Drug 2: CC1CCCC2(C(O2)CC(NC(=O)CC(C(C(=O)C(C1O)C)(C)C)O)C(=CC3=CSC(=N3)C)C)C. Cell line: NCI-H460. Synergy scores: CSS=75.5, Synergy_ZIP=0.625, Synergy_Bliss=-1.44, Synergy_Loewe=-4.36, Synergy_HSA=-0.669. (8) Drug 1: C1=NNC2=C1C(=O)NC=N2. Drug 2: C(CCl)NC(=O)N(CCCl)N=O. Cell line: SF-268. Synergy scores: CSS=15.5, Synergy_ZIP=-3.99, Synergy_Bliss=-2.41, Synergy_Loewe=-5.84, Synergy_HSA=-0.872.